Dataset: Forward reaction prediction with 1.9M reactions from USPTO patents (1976-2016). Task: Predict the product of the given reaction. Given the reactants [F:1][C:2]1[C:7]([C:8]#[N:9])=[C:6]([CH3:10])[C:5]([C@H:11]2[O:16][CH2:15][C@@H:14]3[CH2:17][NH:18][CH2:19][CH2:20][N:13]3[CH2:12]2)=[CH:4][CH:3]=1.OS(C(F)(F)F)(=O)=O.C1C(=O)N([I:36])C(=O)C1, predict the reaction product. The product is: [F:1][C:2]1[C:3]([I:36])=[CH:4][C:5]([C@H:11]2[O:16][CH2:15][C@@H:14]3[CH2:17][NH:18][CH2:19][CH2:20][N:13]3[CH2:12]2)=[C:6]([CH3:10])[C:7]=1[C:8]#[N:9].